This data is from Catalyst prediction with 721,799 reactions and 888 catalyst types from USPTO. The task is: Predict which catalyst facilitates the given reaction. (1) Reactant: [CH2:1]([NH:8][CH2:9][C:10]([NH:12][C@H:13]([CH2:18][C:19]1[CH:24]=[CH:23][C:22]([CH3:25])=[C:21]([CH3:26])[CH:20]=1)[C:14](OC)=[O:15])=[O:11])[C:2]1[CH:7]=[CH:6][CH:5]=[CH:4][CH:3]=1.C(O)(=O)C.C(OC(C)C)(C)C. Product: [CH2:1]([N:8]1[CH2:9][C:10](=[O:11])[NH:12][C@H:13]([CH2:18][C:19]2[CH:24]=[CH:23][C:22]([CH3:25])=[C:21]([CH3:26])[CH:20]=2)[C:14]1=[O:15])[C:2]1[CH:7]=[CH:6][CH:5]=[CH:4][CH:3]=1. The catalyst class is: 32. (2) Reactant: Cl[C:2]1[N:10]=[C:9]([I:11])[N:8]=[C:7]2[C:3]=1[N:4]=[CH:5][N:6]2[CH:12]([CH3:14])[CH3:13].[NH2:15][CH2:16][CH2:17][C:18]1[CH:23]=[CH:22][C:21]([OH:24])=[CH:20][CH:19]=1.C(N(CC)CC)C. Product: [I:11][C:9]1[N:8]=[C:7]2[C:3]([N:4]=[CH:5][N:6]2[CH:12]([CH3:14])[CH3:13])=[C:2]([NH:15][CH2:16][CH2:17][C:18]2[CH:23]=[CH:22][C:21]([OH:24])=[CH:20][CH:19]=2)[N:10]=1. The catalyst class is: 41. (3) Reactant: [Cl:1][C:2]1[C:3]([CH3:20])=[C:4]([N:10]2[C:14](=[O:15])[C:13]3[CH:16]=[CH:17][S:18][C:12]=3[C:11]2=[O:19])[C:5]([CH3:9])=[CH:6][C:7]=1[CH3:8].Br[C:22]1[S:23][CH:24]=[CH:25][CH:26]=1.C(O)(=O)C(C)(C)C.C([O-])([O-])=O.[K+].[K+]. Product: [Cl:1][C:2]1[C:3]([CH3:20])=[C:4]([N:10]2[C:14](=[O:15])[C:13]3[CH:16]=[C:17]([C:22]4[S:23][CH:24]=[CH:25][CH:26]=4)[S:18][C:12]=3[C:11]2=[O:19])[C:5]([CH3:9])=[CH:6][C:7]=1[CH3:8]. The catalyst class is: 222. (4) Reactant: [CH3:1][C:2]1[N:6]([CH2:7][C:8]([O:10][CH2:11][CH3:12])=[O:9])[C:5]2[CH2:13][CH2:14][O:15][CH2:16][C:4]=2[CH:3]=1.Br[CH2:18][C:19]1[CH:24]=[CH:23][C:22]([S:25]([N:28]2[CH2:33][CH2:32][N:31]([C:34]([O:36][CH2:37][CH3:38])=[O:35])[CH2:30][CH2:29]2)(=[O:27])=[O:26])=[CH:21][CH:20]=1.C(=O)([O-])[O-].[K+].[K+]. Product: [CH2:11]([O:10][C:8](=[O:9])[CH2:7][N:6]1[C:2]([CH3:1])=[C:3]([CH2:18][C:19]2[CH:24]=[CH:23][C:22]([S:25]([N:28]3[CH2:29][CH2:30][N:31]([C:34]([O:36][CH2:37][CH3:38])=[O:35])[CH2:32][CH2:33]3)(=[O:27])=[O:26])=[CH:21][CH:20]=2)[C:4]2[CH2:16][O:15][CH2:14][CH2:13][C:5]1=2)[CH3:12]. The catalyst class is: 10. (5) Reactant: C[Si]([C:5]#[C:6][C:7]1[CH:13]=[CH:12][C:10]([NH2:11])=[CH:9][CH:8]=1)(C)C.C(=O)([O-])[O-].[K+].[K+].CO.CCCCCC. Product: [C:6]([C:7]1[CH:13]=[CH:12][C:10]([NH2:11])=[CH:9][CH:8]=1)#[CH:5]. The catalyst class is: 28. (6) Reactant: CN(C(ON1N=NC2C=CC=NC1=2)=[N+](C)C)C.F[P-](F)(F)(F)(F)F.[CH3:25][NH:26][C:27]1[CH:28]=[CH:29][C:30]2[S:34][CH:33]=[N:32][C:31]=2[CH:35]=1.[C:36]([O:40][C:41]([NH:43][C@@H:44]([CH2:48][C:49]1[CH:54]=[CH:53][CH:52]=[CH:51][CH:50]=1)[C:45]([OH:47])=O)=[O:42])([CH3:39])([CH3:38])[CH3:37].CCN(C(C)C)C(C)C. Product: [S:34]1[C:30]2[CH:29]=[CH:28][C:27]([N:26]([CH3:25])[C:45](=[O:47])[C@@H:44]([NH:43][C:41](=[O:42])[O:40][C:36]([CH3:37])([CH3:38])[CH3:39])[CH2:48][C:49]3[CH:54]=[CH:53][CH:52]=[CH:51][CH:50]=3)=[CH:35][C:31]=2[N:32]=[CH:33]1. The catalyst class is: 634. (7) Reactant: CS(O[CH2:6][C@@H:7]1[C@H:10]([NH:11][C:12]([O:14][CH2:15][C:16]2[CH:21]=[CH:20][CH:19]=[CH:18][CH:17]=2)=[O:13])[C:9](=[O:22])[N:8]1[CH2:23][C:24]1[CH:29]=[CH:28][C:27]([O:30][CH3:31])=[CH:26][C:25]=1[O:32][CH3:33])(=O)=O.[CH2:34]([CH2:36][NH2:37])[OH:35].CCN(C(C)C)C(C)C. Product: [CH3:33][O:32][C:25]1[CH:26]=[C:27]([O:30][CH3:31])[CH:28]=[CH:29][C:24]=1[CH2:23][N:8]1[C:9](=[O:22])[C@@H:10]([NH:11][C:12](=[O:13])[O:14][CH2:15][C:16]2[CH:17]=[CH:18][CH:19]=[CH:20][CH:21]=2)[C@H:7]1[CH2:6][NH:37][CH2:36][CH2:34][OH:35]. The catalyst class is: 290. (8) Reactant: [CH2:1]1[C:5]2([CH2:11][CH2:10][CH2:9][CH2:8][CH2:7][CH2:6]2)[CH2:4][CH2:3][CH:2]1[CH2:12][OH:13].[CH3:14][O:15][C:16](=[O:26])[CH2:17][CH2:18][C:19]1[CH:24]=[CH:23][C:22](O)=[CH:21][CH:20]=1.C1(P(C2C=CC=CC=2)C2C=CC=CC=2)C=CC=CC=1.N(C(N(C)C)=O)=NC(N(C)C)=O. Product: [CH3:14][O:15][C:16](=[O:26])[CH2:17][CH2:18][C:19]1[CH:20]=[CH:21][C:22]([O:13][CH2:12][CH:2]2[CH2:3][CH2:4][C:5]3([CH2:11][CH2:10][CH2:9][CH2:8][CH2:7][CH2:6]3)[CH2:1]2)=[CH:23][CH:24]=1. The catalyst class is: 7. (9) Reactant: [Na].[N:2]([CH2:5][C:6]([O:8][CH2:9][CH3:10])=[O:7])=[N+:3]=[N-:4].[CH3:11][Si:12]([CH3:22])([CH3:21])[C:13]1[CH:14]=[C:15]([CH:18]=[CH:19][CH:20]=1)[CH:16]=O.[NH4+].[Cl-]. Product: [N:2]([C:5](=[CH:16][C:15]1[CH:18]=[CH:19][CH:20]=[C:13]([Si:12]([CH3:11])([CH3:22])[CH3:21])[CH:14]=1)[C:6]([O:8][CH2:9][CH3:10])=[O:7])=[N+:3]=[N-:4]. The catalyst class is: 14. (10) Reactant: [OH:1][C:2]1[CH:11]=[C:10]2[C:5]([C:6]([C:23]([OH:25])=[O:24])=[C:7]([CH3:22])[C:8]([C:12]3[CH:17]=[CH:16][CH:15]=[C:14]([C:18]([F:21])([F:20])[F:19])[CH:13]=3)=[N:9]2)=[CH:4][C:3]=1[S:26]([CH:29]([CH3:31])[CH3:30])(=[O:28])=[O:27].[C:32](Cl)(=O)C(Cl)=O.CO. Product: [OH:1][C:2]1[CH:11]=[C:10]2[C:5]([C:6]([C:23]([O:25][CH3:32])=[O:24])=[C:7]([CH3:22])[C:8]([C:12]3[CH:17]=[CH:16][CH:15]=[C:14]([C:18]([F:20])([F:21])[F:19])[CH:13]=3)=[N:9]2)=[CH:4][C:3]=1[S:26]([CH:29]([CH3:31])[CH3:30])(=[O:28])=[O:27]. The catalyst class is: 174.